Dataset: Forward reaction prediction with 1.9M reactions from USPTO patents (1976-2016). Task: Predict the product of the given reaction. (1) Given the reactants [CH3:1][O:2][CH2:3][CH2:4][CH2:5][NH:6][C:7]1[C:12]([NH2:13])=[CH:11][N:10]=[C:9]([NH:14][CH2:15][CH2:16][C:17]2[S:18][CH:19]=[CH:20][CH:21]=2)[N:8]=1.[C:22]([C:24]1[CH:25]=[C:26]([CH:29]=[CH:30][CH:31]=1)[CH:27]=O)#[N:23], predict the reaction product. The product is: [CH3:1][O:2][CH2:3][CH2:4][CH2:5][N:6]1[C:27]([C:26]2[CH:25]=[C:24]([CH:31]=[CH:30][CH:29]=2)[C:22]#[N:23])=[N:13][C:12]2[C:7]1=[N:8][C:9]([NH:14][CH2:15][CH2:16][C:17]1[S:18][CH:19]=[CH:20][CH:21]=1)=[N:10][CH:11]=2. (2) Given the reactants Br[CH2:2][CH2:3][OH:4].C(=O)([O-])[O-].[K+].[K+].[NH2:11][C@H:12]1[CH2:17][CH2:16][CH2:15][N:14]([CH2:18][C:19]2[C:28]([Cl:29])=[C:27]3[C:22]([C:23](=[O:43])[N:24]([CH2:30][C:31]4[CH:36]=[C:35]([Cl:37])[CH:34]=[CH:33][C:32]=4[S:38]([CH2:41][CH3:42])(=[O:40])=[O:39])[CH:25]=[N:26]3)=[CH:21][C:20]=2[C:44]([F:47])([F:46])[F:45])[CH2:13]1.O, predict the reaction product. The product is: [Cl:29][C:28]1[C:19]([CH2:18][N:14]2[CH2:15][CH2:16][CH2:17][C@H:12]([NH:11][CH2:2][CH2:3][OH:4])[CH2:13]2)=[C:20]([C:44]([F:45])([F:46])[F:47])[CH:21]=[C:22]2[C:27]=1[N:26]=[CH:25][N:24]([CH2:30][C:31]1[CH:36]=[C:35]([Cl:37])[CH:34]=[CH:33][C:32]=1[S:38]([CH2:41][CH3:42])(=[O:40])=[O:39])[C:23]2=[O:43]. (3) Given the reactants [Br:1][C:2]1[N:3]([CH2:21][CH2:22][N:23]2C(=O)C3C(=CC=CC=3)C2=O)[C:4]2[C:9]([C:10]=1[CH:11]1[CH2:16][CH2:15][CH2:14][CH2:13][CH2:12]1)=[CH:8][CH:7]=[C:6]([C:17]([O:19][CH3:20])=[O:18])[CH:5]=2.O.NN, predict the reaction product. The product is: [NH2:23][CH2:22][CH2:21][N:3]1[C:4]2[C:9](=[CH:8][CH:7]=[C:6]([C:17]([O:19][CH3:20])=[O:18])[CH:5]=2)[C:10]([CH:11]2[CH2:16][CH2:15][CH2:14][CH2:13][CH2:12]2)=[C:2]1[Br:1]. (4) Given the reactants [NH2:1][C:2]1[N:10]=[CH:9][CH:8]=[CH:7][C:3]=1[C:4]([OH:6])=O.ON1C2C=CC=CC=2N=N1.CCN=C=NCCCN(C)C.[Cl:32][C:33]1[CH:34]=[C:35]([CH:45]=[CH:46][CH:47]=1)[O:36][C:37]1[CH:44]=[CH:43][C:40]([CH2:41][NH2:42])=[CH:39][CH:38]=1.C(=O)(O)[O-].[Na+], predict the reaction product. The product is: [Cl:32][C:33]1[CH:34]=[C:35]([CH:45]=[CH:46][CH:47]=1)[O:36][C:37]1[CH:44]=[CH:43][C:40]([CH2:41][NH:42][C:4](=[O:6])[C:3]2[CH:7]=[CH:8][CH:9]=[N:10][C:2]=2[NH2:1])=[CH:39][CH:38]=1. (5) Given the reactants [CH3:1][C:2]1[N:11]([CH3:12])[C:10](=[O:13])[C:9]2[C:4](=[CH:5][CH:6]=[CH:7][CH:8]=2)[N:3]=1.[Cl:14][C:15]1[CH:22]=[CH:21][C:18]([CH:19]=O)=[CH:17][CH:16]=1, predict the reaction product. The product is: [Cl:14][C:15]1[CH:22]=[CH:21][C:18]([CH:19]=[CH:1][C:2]2[N:11]([CH3:12])[C:10](=[O:13])[C:9]3[C:4](=[CH:5][CH:6]=[CH:7][CH:8]=3)[N:3]=2)=[CH:17][CH:16]=1.